From a dataset of Full USPTO retrosynthesis dataset with 1.9M reactions from patents (1976-2016). Predict the reactants needed to synthesize the given product. Given the product [N+:1]([C:4]1[CH:5]=[CH:6][C:7]2[O:12][C@:11]([CH3:18])([CH:13]([O:16][CH3:17])[O:14][CH3:15])[C@H:10]([OH:19])[C@@H:9]([N:29]([C:26]3[CH:27]=[CH:28][C:23]([O:22][CH3:21])=[CH:24][CH:25]=3)[CH2:30][C:31]3[N:32]=[N:33][N:34]([CH3:36])[N:35]=3)[C:8]=2[CH:20]=1)([O-:3])=[O:2], predict the reactants needed to synthesize it. The reactants are: [N+:1]([C:4]1[CH:5]=[CH:6][C:7]2[O:12][C@:11]([CH3:18])([CH:13]([O:16][CH3:17])[O:14][CH3:15])[C@@H:10]3[O:19][C@@H:9]3[C:8]=2[CH:20]=1)([O-:3])=[O:2].[CH3:21][O:22][C:23]1[CH:28]=[CH:27][C:26]([NH:29][CH2:30][C:31]2[N:32]=[N:33][N:34]([CH3:36])[N:35]=2)=[CH:25][CH:24]=1.